From a dataset of Forward reaction prediction with 1.9M reactions from USPTO patents (1976-2016). Predict the product of the given reaction. Given the reactants [C:1]([O:4][C@@H:5]1[C@@H:18]([O:19][C:20](=[O:22])[CH3:21])[C@H:17]([O:23][C:24](=[O:26])[CH3:25])[CH2:16][S:15][C@H:6]1[O:7][C:8]1[CH:13]=[CH:12][C:11](I)=[CH:10][CH:9]=1)(=[O:3])[CH3:2].[N:27]1[CH:32]=[CH:31][C:30](B(O)O)=[CH:29][CH:28]=1, predict the reaction product. The product is: [C:1]([O:4][C@@H:5]1[C@@H:18]([O:19][C:20](=[O:22])[CH3:21])[C@H:17]([O:23][C:24](=[O:26])[CH3:25])[CH2:16][S:15][C@H:6]1[O:7][C:8]1[CH:13]=[CH:12][C:11]([C:30]2[CH:31]=[CH:32][N:27]=[CH:28][CH:29]=2)=[CH:10][CH:9]=1)(=[O:3])[CH3:2].